This data is from NCI-60 drug combinations with 297,098 pairs across 59 cell lines. The task is: Regression. Given two drug SMILES strings and cell line genomic features, predict the synergy score measuring deviation from expected non-interaction effect. (1) Drug 1: CCC1(CC2CC(C3=C(CCN(C2)C1)C4=CC=CC=C4N3)(C5=C(C=C6C(=C5)C78CCN9C7C(C=CC9)(C(C(C8N6C=O)(C(=O)OC)O)OC(=O)C)CC)OC)C(=O)OC)O.OS(=O)(=O)O. Drug 2: CC1=C2C(C(=O)C3(C(CC4C(C3C(C(C2(C)C)(CC1OC(=O)C(C(C5=CC=CC=C5)NC(=O)C6=CC=CC=C6)O)O)OC(=O)C7=CC=CC=C7)(CO4)OC(=O)C)O)C)OC(=O)C. Cell line: EKVX. Synergy scores: CSS=15.3, Synergy_ZIP=-5.41, Synergy_Bliss=-4.89, Synergy_Loewe=-2.72, Synergy_HSA=-2.42. (2) Drug 1: CC12CCC3C(C1CCC2=O)CC(=C)C4=CC(=O)C=CC34C. Drug 2: C#CCC(CC1=CN=C2C(=N1)C(=NC(=N2)N)N)C3=CC=C(C=C3)C(=O)NC(CCC(=O)O)C(=O)O. Cell line: NCI-H226. Synergy scores: CSS=23.6, Synergy_ZIP=1.61, Synergy_Bliss=3.14, Synergy_Loewe=2.84, Synergy_HSA=3.15. (3) Drug 1: CNC(=O)C1=CC=CC=C1SC2=CC3=C(C=C2)C(=NN3)C=CC4=CC=CC=N4. Drug 2: C1C(C(OC1N2C=NC(=NC2=O)N)CO)O. Cell line: HOP-62. Synergy scores: CSS=8.68, Synergy_ZIP=-3.91, Synergy_Bliss=2.14, Synergy_Loewe=-11.2, Synergy_HSA=-1.48. (4) Drug 1: C1C(C(OC1N2C=C(C(=O)NC2=O)F)CO)O. Drug 2: CC1=C2C(C(=O)C3(C(CC4C(C3C(C(C2(C)C)(CC1OC(=O)C(C(C5=CC=CC=C5)NC(=O)OC(C)(C)C)O)O)OC(=O)C6=CC=CC=C6)(CO4)OC(=O)C)O)C)O. Cell line: U251. Synergy scores: CSS=23.7, Synergy_ZIP=-8.57, Synergy_Bliss=2.68, Synergy_Loewe=-4.29, Synergy_HSA=3.68. (5) Drug 1: CCN(CC)CCNC(=O)C1=C(NC(=C1C)C=C2C3=C(C=CC(=C3)F)NC2=O)C. Drug 2: C1CN(P(=O)(OC1)NCCCl)CCCl. Cell line: NCI-H226. Synergy scores: CSS=-4.23, Synergy_ZIP=2.16, Synergy_Bliss=1.60, Synergy_Loewe=-5.29, Synergy_HSA=-5.23. (6) Drug 1: CCC1(CC2CC(C3=C(CCN(C2)C1)C4=CC=CC=C4N3)(C5=C(C=C6C(=C5)C78CCN9C7C(C=CC9)(C(C(C8N6C)(C(=O)OC)O)OC(=O)C)CC)OC)C(=O)OC)O.OS(=O)(=O)O. Drug 2: C1=CC=C(C(=C1)C(C2=CC=C(C=C2)Cl)C(Cl)Cl)Cl. Cell line: OVCAR-8. Synergy scores: CSS=5.12, Synergy_ZIP=-1.83, Synergy_Bliss=-2.37, Synergy_Loewe=-11.7, Synergy_HSA=-3.99. (7) Drug 1: CCC(=C(C1=CC=CC=C1)C2=CC=C(C=C2)OCCN(C)C)C3=CC=CC=C3.C(C(=O)O)C(CC(=O)O)(C(=O)O)O. Drug 2: C(CC(=O)O)C(=O)CN.Cl. Cell line: HOP-92. Synergy scores: CSS=9.88, Synergy_ZIP=-5.66, Synergy_Bliss=-7.30, Synergy_Loewe=-7.63, Synergy_HSA=-6.93.